Regression. Given a peptide amino acid sequence and an MHC pseudo amino acid sequence, predict their binding affinity value. This is MHC class I binding data. From a dataset of Peptide-MHC class I binding affinity with 185,985 pairs from IEDB/IMGT. (1) The peptide sequence is LLRDKDGVY. The MHC is HLA-A26:03 with pseudo-sequence HLA-A26:03. The binding affinity (normalized) is 0.0847. (2) The peptide sequence is TRVTAIEKYL. The MHC is Mamu-B08 with pseudo-sequence Mamu-B08. The binding affinity (normalized) is 0.703. (3) The binding affinity (normalized) is 0.244. The peptide sequence is LAPITAYAQQT. The MHC is Mamu-A01 with pseudo-sequence Mamu-A01. (4) The peptide sequence is VELQIGWTV. The MHC is HLA-A11:01 with pseudo-sequence HLA-A11:01. The binding affinity (normalized) is 0.0847. (5) The peptide sequence is KLYGLSQGY. The MHC is BoLA-D18.4 with pseudo-sequence BoLA-D18.4. The binding affinity (normalized) is 0.439. (6) The peptide sequence is VIARTHTAL. The MHC is HLA-B40:01 with pseudo-sequence HLA-B40:01. The binding affinity (normalized) is 0.0847.